This data is from Forward reaction prediction with 1.9M reactions from USPTO patents (1976-2016). The task is: Predict the product of the given reaction. (1) Given the reactants C(=O)([O-])[O-].[K+].[K+].C1OCCOCCOCCOCCOCCOC1.Br[CH2:26][CH:27]1[CH2:29][CH2:28]1.[C:30]([C:32]1[C@@H:37]([C:38]2[CH:43]=[CH:42][C:41]([C:44]#[N:45])=[CH:40][CH:39]=2)[N:36]2[N:46]=[C:47]([NH:49][C:50](=[O:59])[O:51][CH2:52][C:53]3[CH:58]=[CH:57][CH:56]=[CH:55][CH:54]=3)[N:48]=[C:35]2[N:34]([C:60]2[CH:65]=[CH:64][CH:63]=[C:62]([C:66]([F:69])([F:68])[F:67])[CH:61]=2)[C:33]=1[CH3:70])#[N:31], predict the reaction product. The product is: [C:30]([C:32]1[C@@H:37]([C:38]2[CH:43]=[CH:42][C:41]([C:44]#[N:45])=[CH:40][CH:39]=2)[N:36]2[N:46]=[C:47]([N:49]([CH2:26][CH:27]3[CH2:29][CH2:28]3)[C:50](=[O:59])[O:51][CH2:52][C:53]3[CH:58]=[CH:57][CH:56]=[CH:55][CH:54]=3)[N:48]=[C:35]2[N:34]([C:60]2[CH:65]=[CH:64][CH:63]=[C:62]([C:66]([F:69])([F:68])[F:67])[CH:61]=2)[C:33]=1[CH3:70])#[N:31]. (2) Given the reactants [F:1][C:2]([F:32])([F:31])[C:3]1[CH:4]=[C:5]([N:13]([C:15](SC)=[C:16]([S:19]([C:22]2[CH:27]=[CH:26][C:25]([Cl:28])=[CH:24][CH:23]=2)(=[O:21])=[O:20])[C:17]#[N:18])[CH3:14])[CH:6]=[C:7]([C:9]([F:12])([F:11])[F:10])[CH:8]=1.[CH3:33][CH:34]([NH2:39])[C:35]([CH3:38])([CH3:37])[CH3:36].C(N(CC)CC)C, predict the reaction product. The product is: [F:32][C:2]([F:1])([F:31])[C:3]1[CH:4]=[C:5]([N:13]([C:15]([NH:39][CH:34]([CH3:33])[C:35]([CH3:38])([CH3:37])[CH3:36])=[C:16]([S:19]([C:22]2[CH:27]=[CH:26][C:25]([Cl:28])=[CH:24][CH:23]=2)(=[O:21])=[O:20])[C:17]#[N:18])[CH3:14])[CH:6]=[C:7]([C:9]([F:11])([F:10])[F:12])[CH:8]=1. (3) Given the reactants [CH3:1][O:2][C:3]1[CH:4]=[C:5]2[C:10](=[CH:11][C:12]=1[O:13][CH3:14])[CH2:9][NH:8][CH2:7][CH2:6]2.C1C2C(=CC=CC=2)CCN1[C:25]([Cl:27])=[O:26], predict the reaction product. The product is: [CH3:1][O:2][C:3]1[CH:4]=[C:5]2[C:10](=[CH:11][C:12]=1[O:13][CH3:14])[CH2:9][N:8]([C:25]([Cl:27])=[O:26])[CH2:7][CH2:6]2.